Dataset: Forward reaction prediction with 1.9M reactions from USPTO patents (1976-2016). Task: Predict the product of the given reaction. (1) Given the reactants Cl.[NH2:2][C@@H:3]([C:6]([OH:8])=[O:7])[CH2:4][SH:5].[C:9]([C:11]1[S:12][C:13]2[CH:19]=[C:18]([O:20][C:21]([O:23][CH2:24][CH2:25][CH2:26][S:27][CH2:28][CH2:29][CH2:30][CH2:31][CH2:32][CH2:33][CH2:34][CH2:35][CH2:36][CH2:37][CH2:38][CH2:39][CH2:40][CH2:41][CH2:42][C:43]([OH:45])=[O:44])=[O:22])[CH:17]=[CH:16][C:14]=2[N:15]=1)#N.ClCCl.C(=O)([O-])[O-].[K+].[K+], predict the reaction product. The product is: [C:43]([CH2:42][CH2:41][CH2:40][CH2:39][CH2:38][CH2:37][CH2:36][CH2:35][CH2:34][CH2:33][CH2:32][CH2:31][CH2:30][CH2:29][CH2:28][S:27][CH2:26][CH2:25][CH2:24][O:23][C:21]([O:20][C:18]1[CH:17]=[CH:16][C:14]2[N:15]=[C:11]([C:9]3[S:5][CH2:4][C@H:3]([C:6]([OH:8])=[O:7])[N:2]=3)[S:12][C:13]=2[CH:19]=1)=[O:22])([OH:45])=[O:44]. (2) Given the reactants NC(N)=O.[Cl:5][C:6]1[CH:12]=[CH:11][C:9]([NH2:10])=[C:8]([OH:13])[C:7]=1[S:14]([N:17]1[CH2:22][CH2:21][S:20](=[O:24])(=[O:23])[CH2:19][CH2:18]1)(=[O:16])=[O:15].[Cl:25][C:26]1[CH:31]=[CH:30][CH:29]=[CH:28][C:27]=1[N:32]=[C:33]=[O:34], predict the reaction product. The product is: [Cl:5][C:6]1[CH:12]=[CH:11][C:9]([NH:10][C:33]([NH:32][C:27]2[CH:28]=[CH:29][CH:30]=[CH:31][C:26]=2[Cl:25])=[O:34])=[C:8]([OH:13])[C:7]=1[S:14]([N:17]1[CH2:22][CH2:21][S:20](=[O:24])(=[O:23])[CH2:19][CH2:18]1)(=[O:16])=[O:15]. (3) Given the reactants F[C:2]1[C:11]([CH:12]=O)=[CH:10][CH:9]=[CH:8][C:3]=1[C:4]([O:6][CH3:7])=[O:5].[OH:14][CH2:15][CH2:16][NH:17][NH2:18], predict the reaction product. The product is: [OH:14][CH2:15][CH2:16][N:17]1[C:2]2[C:11](=[CH:10][CH:9]=[CH:8][C:3]=2[C:4]([O:6][CH3:7])=[O:5])[CH:12]=[N:18]1. (4) The product is: [CH:21]([C:8]1[S:9][C:10]([NH:11][C:12]2[CH:17]=[CH:16][CH:15]=[CH:14][C:13]=2[N+:18]([O-:20])=[O:19])=[C:6]([C:4]([OH:5])=[O:3])[N:7]=1)([CH3:23])[CH3:22]. Given the reactants C([O:3][C:4]([C:6]1[N:7]=[C:8]([CH:21]([CH3:23])[CH3:22])[S:9][C:10]=1[NH:11][C:12]1[CH:17]=[CH:16][CH:15]=[CH:14][C:13]=1[N+:18]([O-:20])=[O:19])=[O:5])C.C(N)=O.C[O-].[Na+].CO.C(O)(C(F)(F)F)=O.[NH4+].[Cl-], predict the reaction product. (5) Given the reactants [CH3:1][O:2][C:3]1[CH:4]=[C:5]2[C:9](=[CH:10][CH:11]=1)[C:8](=[O:12])[CH:7]([CH3:13])[CH2:6]2.N12CCCN=C1CCCC[CH2:15]2.[CH:25]([C:27]([CH3:29])=[O:28])=C, predict the reaction product. The product is: [CH3:1][O:2][C:3]1[CH:4]=[C:5]2[C:9](=[CH:10][CH:11]=1)[C:8](=[O:12])[C:7]([CH3:15])([CH2:13][CH2:25][C:27](=[O:28])[CH3:29])[CH2:6]2. (6) Given the reactants C[O:2][C:3](=O)[C@H:4]([CH2:14][C:15]1[CH:20]=[CH:19][CH:18]=[CH:17][CH:16]=1)[NH:5][C:6]([CH:8]1[CH2:13][CH2:12][CH2:11][CH2:10][CH2:9]1)=[O:7].[H-].C([Al+]CC(C)C)C(C)C, predict the reaction product. The product is: [CH:8]1([C:6]([NH:5][C@H:4]([CH:3]=[O:2])[CH2:14][C:15]2[CH:16]=[CH:17][CH:18]=[CH:19][CH:20]=2)=[O:7])[CH2:13][CH2:12][CH2:11][CH2:10][CH2:9]1. (7) The product is: [CH3:1][C:2]1[C:14]2[C:13](=[O:15])[C:12]3[C:7](=[CH:8][CH:9]=[CH:10][CH:11]=3)[C:6]=2[CH:5]=[CH:4][CH:3]=1.[CH3:1][C:2]1[C:14]2[CH2:13][C:12]3[C:7](=[CH:8][CH:9]=[CH:10][CH:11]=3)[C:6]=2[CH:5]=[CH:4][CH:3]=1. Given the reactants [CH3:1][C:2]1[C:14]2[C:13](=[O:15])[C:12]3[C:7](=[CH:8][CH:9]=[CH:10][CH:11]=3)[C:6]=2[CH:5]=[CH:4][CH:3]=1.I.[OH-].[Na+], predict the reaction product.